Dataset: Full USPTO retrosynthesis dataset with 1.9M reactions from patents (1976-2016). Task: Predict the reactants needed to synthesize the given product. (1) The reactants are: [NH2:1][C@@H:2]1[CH2:7][CH2:6][CH2:5][C@H:4]([NH:8][C:9]2[C:10]([CH3:29])=[N:11][C:12]3[C:17]([N:18]=2)=[C:16]([C:19]2[NH:23][C:22]4[C@@H:24]([CH3:28])[NH:25][C:26](=[O:27])[C:21]=4[CH:20]=2)[CH:15]=[CH:14][CH:13]=3)[CH2:3]1.[C:30](OC(=O)C)(=[O:32])[CH3:31].C(N(C(C)C)C(C)C)C. Given the product [CH3:29][C:10]1[C:9]([NH:8][C@H:4]2[CH2:5][CH2:6][CH2:7][C@@H:2]([NH:1][C:30](=[O:32])[CH3:31])[CH2:3]2)=[N:18][C:17]2[C:12]([N:11]=1)=[CH:13][CH:14]=[CH:15][C:16]=2[C:19]1[NH:23][C:22]2[C@@H:24]([CH3:28])[NH:25][C:26](=[O:27])[C:21]=2[CH:20]=1, predict the reactants needed to synthesize it. (2) The reactants are: [CH2:1]([O:3][C:4](=[O:27])[CH2:5][C:6]1[CH:11]=[CH:10][C:9]([Cl:12])=[C:8]([O:13][C:14]2[CH:19]=[CH:18][C:17]([NH2:20])=[CH:16][C:15]=2[CH2:21][S:22][C:23]([CH3:26])([CH3:25])[CH3:24])[CH:7]=1)[CH3:2].[C:28](Cl)(=[O:32])[CH:29]([CH3:31])[CH3:30]. Given the product [CH2:1]([O:3][C:4](=[O:27])[CH2:5][C:6]1[CH:11]=[CH:10][C:9]([Cl:12])=[C:8]([O:13][C:14]2[CH:19]=[CH:18][C:17]([NH:20][C:28](=[O:32])[CH:29]([CH3:31])[CH3:30])=[CH:16][C:15]=2[CH2:21][S:22][C:23]([CH3:26])([CH3:25])[CH3:24])[CH:7]=1)[CH3:2], predict the reactants needed to synthesize it. (3) Given the product [Cl:1][CH2:2][C@H:3]1[C:11]2[C:10]3[CH:12]=[CH:13][CH:14]=[CH:15][C:9]=3[C:8]([N:90]=[C:89]([C:83]3[CH:88]=[CH:87][CH:86]=[CH:85][CH:84]=3)[C:91]3[CH:96]=[CH:95][CH:94]=[CH:93][CH:92]=3)=[CH:7][C:6]=2[N:5]([C:24]([O:26][C:27]([CH3:30])([CH3:29])[CH3:28])=[O:25])[CH2:4]1, predict the reactants needed to synthesize it. The reactants are: [Cl:1][CH2:2][C@H:3]1[C:11]2[C:10]3[CH:12]=[CH:13][CH:14]=[CH:15][C:9]=3[C:8](OS(C(F)(F)F)(=O)=O)=[CH:7][C:6]=2[N:5]([C:24]([O:26][C:27]([CH3:30])([CH3:29])[CH3:28])=[O:25])[CH2:4]1.C([O-])([O-])=O.[Cs+].[Cs+].C1C=CC(P(C2C(C3C(P(C4C=CC=CC=4)C4C=CC=CC=4)=CC=C4C=3C=CC=C4)=C3C(C=CC=C3)=CC=2)C2C=CC=CC=2)=CC=1.[C:83]1([C:89]([C:91]2[CH:96]=[CH:95][CH:94]=[CH:93][CH:92]=2)=[NH:90])[CH:88]=[CH:87][CH:86]=[CH:85][CH:84]=1. (4) Given the product [NH2:1][C:4]1[CH:9]=[CH:8][CH:7]=[CH:6][C:5]=1[CH:10]1[N:82]2[N:83]=[C:84]([C:89]3[CH:94]=[CH:93][C:92]([O:95][C:96]4[CH:101]=[CH:100][CH:99]=[CH:98][CH:97]=4)=[CH:91][CH:90]=3)[C:85]([C:86]([NH2:88])=[O:87])=[C:81]2[NH:80][CH2:79][CH2:11]1, predict the reactants needed to synthesize it. The reactants are: [N+:1]([C:4]1[CH:9]=[CH:8][CH:7]=[CH:6][C:5]=1[C:10](=O)[CH3:11])([O-])=O.NC1NN=C(C2C=CC(OC3C=CC=CC=3)=CC=2)C=1C#N.NC1C=C(C2N3N=C(C4C=CC(OC5C=CC=CC=5)=CC=4)C(C#N)=C3N=CC=2)C=CC=1.ClCCC(NC1C=C(C2[N:82]3[N:83]=[C:84]([C:89]4[CH:94]=[CH:93][C:92]([O:95][C:96]5[CH:101]=[CH:100][CH:99]=[CH:98][CH:97]=5)=[CH:91][CH:90]=4)[C:85]([C:86]([NH2:88])=[O:87])=[C:81]3[NH:80][CH2:79]C2)C=CC=1)=O. (5) Given the product [ClH:15].[ClH:15].[CH2:1]([N:3]([CH2:6][CH2:7][NH:8][C:9]1[CH:10]=[CH:11][CH:12]=[CH:13][CH:14]=1)[CH2:4][CH3:5])[CH3:2], predict the reactants needed to synthesize it. The reactants are: [CH2:1]([N:3]([CH2:6][CH2:7][NH:8][C:9]1[CH:14]=[CH:13][CH:12]=[CH:11][CH:10]=1)[CH2:4][CH3:5])[CH3:2].[ClH:15]. (6) Given the product [C:1]([O:5][C:6](=[O:19])[NH:7][C@H:8]([CH2:17][OH:18])[CH2:9][C:10]1[CH:11]=[CH:12][C:13]([O:16][C:21]2[C:26]([CH:27]=[O:28])=[CH:25][CH:24]=[CH:23][N:22]=2)=[CH:14][CH:15]=1)([CH3:3])([CH3:2])[CH3:4], predict the reactants needed to synthesize it. The reactants are: [C:1]([O:5][C:6](=[O:19])[NH:7][C@H:8]([CH2:17][OH:18])[CH2:9][C:10]1[CH:15]=[CH:14][C:13]([OH:16])=[CH:12][CH:11]=1)([CH3:4])([CH3:3])[CH3:2].Cl[C:21]1[C:26]([CH:27]=[O:28])=[CH:25][CH:24]=[CH:23][N:22]=1.C(=O)([O-])[O-].[K+].[K+].